Task: Predict the reactants needed to synthesize the given product.. Dataset: Full USPTO retrosynthesis dataset with 1.9M reactions from patents (1976-2016) (1) Given the product [CH2:1]([C@@:4]1([CH2:31][CH3:32])[CH2:9][C@H:8]([C:10]2[CH:15]=[CH:14][CH:13]=[C:12]([Cl:16])[CH:11]=2)[C@@H:7]([C:17]2[CH:22]=[CH:21][C:20]([Cl:23])=[CH:19][CH:18]=2)[N:6]([C@@H:24]([CH:27]2[CH2:29][CH2:28]2)[CH2:25][NH:39][S:36]([CH:33]2[CH2:35][CH2:34]2)(=[O:38])=[O:37])[C:5]1=[O:30])[CH:2]=[CH2:3], predict the reactants needed to synthesize it. The reactants are: [CH2:1]([C@@:4]1([CH2:31][CH3:32])[CH2:9][C@H:8]([C:10]2[CH:15]=[CH:14][CH:13]=[C:12]([Cl:16])[CH:11]=2)[C@@H:7]([C:17]2[CH:22]=[CH:21][C:20]([Cl:23])=[CH:19][CH:18]=2)[N:6]([C@@H:24]([CH:27]2[CH2:29][CH2:28]2)[CH2:25]O)[C:5]1=[O:30])[CH:2]=[CH2:3].[CH:33]1([S:36]([NH2:39])(=[O:38])=[O:37])[CH2:35][CH2:34]1. (2) Given the product [Br:1][C:2]1[CH:9]=[CH:8][C:20]([C:21]([OH:17])=[O:22])=[C:4]([O:10][C:11]2[CH:16]=[CH:15][CH:14]=[CH:13][CH:12]=2)[CH:3]=1, predict the reactants needed to synthesize it. The reactants are: [Br:1][C:2]1[CH:9]=[CH:8]C(C#N)=[C:4]([O:10][C:11]2[CH:16]=[CH:15][CH:14]=[CH:13][CH:12]=2)[CH:3]=1.[OH-:17].[Na+].Cl.[CH3:20][CH2:21][OH:22]. (3) Given the product [NH2:1][C:4]1[CH:5]=[N:6][N:7]([CH2:9][CH2:10][N:11]2[CH2:15][CH2:14][CH2:13][C:12]2=[O:16])[CH:8]=1, predict the reactants needed to synthesize it. The reactants are: [N+:1]([C:4]1[CH:5]=[N:6][N:7]([CH2:9][CH2:10][N:11]2[CH2:15][CH2:14][CH2:13][C:12]2=[O:16])[CH:8]=1)([O-])=O. (4) Given the product [CH3:1][O:2][CH2:3][CH2:4][CH2:5][O:6][C:7]1[CH:8]=[C:9]2[C:13](=[C:14]([N:16]([CH3:26])[S:17]([C:20]3[CH:25]=[CH:24][CH:23]=[CH:22][N:21]=3)(=[O:18])=[O:19])[CH:15]=1)[NH:12][C:11]([C:27]([OH:29])=[O:28])=[CH:10]2, predict the reactants needed to synthesize it. The reactants are: [CH3:1][O:2][CH2:3][CH2:4][CH2:5][O:6][C:7]1[CH:8]=[C:9]2[C:13](=[C:14]([N:16]([CH3:26])[S:17]([C:20]3[CH:25]=[CH:24][CH:23]=[CH:22][N:21]=3)(=[O:19])=[O:18])[CH:15]=1)[NH:12][C:11]([C:27]([O:29]CC)=[O:28])=[CH:10]2.[OH-].[Na+].C(O)C.Cl. (5) Given the product [CH2:14]([O:10][C:6]1[CH:5]=[C:4]([CH:9]=[CH:8][CH:7]=1)[C:3]([O:2][CH3:1])=[O:11])[CH:13]=[CH2:12], predict the reactants needed to synthesize it. The reactants are: [CH3:1][O:2][C:3](=[O:11])[C:4]1[CH:9]=[CH:8][CH:7]=[C:6]([OH:10])[CH:5]=1.[CH2:12](Br)[CH:13]=[CH2:14].CC(C)([O-])C.[K+]. (6) Given the product [Br:3][C:4]1[CH:9]=[CH:8][C:7]([C:10]2[C:11]([NH:20][S:21](=[O:27])(=[O:28])[NH:22][CH2:23][CH2:24][O:25][CH3:26])=[N:12][CH:13]=[N:14][C:15]=2[O:16][CH2:17][CH2:18][O:19][C:33]2[N:34]=[CH:35][C:30]([Br:29])=[CH:31][N:32]=2)=[CH:6][CH:5]=1, predict the reactants needed to synthesize it. The reactants are: [H-].[Na+].[Br:3][C:4]1[CH:9]=[CH:8][C:7]([C:10]2[C:11]([NH:20][S:21](=[O:28])(=[O:27])[NH:22][CH2:23][CH2:24][O:25][CH3:26])=[N:12][CH:13]=[N:14][C:15]=2[O:16][CH2:17][CH2:18][OH:19])=[CH:6][CH:5]=1.[Br:29][C:30]1[CH:31]=[N:32][C:33](Cl)=[N:34][CH:35]=1.